From a dataset of Peptide-MHC class I binding affinity with 185,985 pairs from IEDB/IMGT. Regression. Given a peptide amino acid sequence and an MHC pseudo amino acid sequence, predict their binding affinity value. This is MHC class I binding data. (1) The peptide sequence is ALSMGINTV. The MHC is HLA-B58:01 with pseudo-sequence HLA-B58:01. The binding affinity (normalized) is 0.0847. (2) The peptide sequence is SGVYMGNL. The MHC is H-2-Db with pseudo-sequence H-2-Db. The binding affinity (normalized) is 0. (3) The peptide sequence is LTAGFLIFL. The MHC is HLA-A02:01 with pseudo-sequence HLA-A02:01. The binding affinity (normalized) is 0. (4) The peptide sequence is VELQIGWTV. The MHC is HLA-A26:03 with pseudo-sequence HLA-A26:03. The binding affinity (normalized) is 0.0847.